This data is from Forward reaction prediction with 1.9M reactions from USPTO patents (1976-2016). The task is: Predict the product of the given reaction. (1) Given the reactants [CH2:1]([O:8][CH2:9][CH2:10][CH2:11][O:12][C:13]1[C:14]([B:22]2[O:26][C:25]([CH3:28])(C)C(C)(C)[O:23]2)=[C:15]([CH:18]=[CH:19][C:20]=1[F:21])C=O)[C:2]1[CH:7]=[CH:6][CH:5]=[CH:4][CH:3]=1.[N+:31](C)([O-:33])=[O:32].[OH-].[Na+].C1COCC1, predict the reaction product. The product is: [CH2:1]([O:8][CH2:9][CH2:10][CH2:11][O:12][C:13]1[C:14]2[B:22]([OH:23])[O:26][CH:25]([CH2:28][N+:31]([O-:33])=[O:32])[C:15]=2[CH:18]=[CH:19][C:20]=1[F:21])[C:2]1[CH:3]=[CH:4][CH:5]=[CH:6][CH:7]=1. (2) Given the reactants Cl[C:2]1[CH:11]=[N:10][C:9]2[C:4](=[CH:5][CH:6]=[CH:7][CH:8]=2)[N:3]=1.[NH2:12][CH2:13][CH:14]([NH:18][C:19](=[O:25])[O:20][C:21]([CH3:24])([CH3:23])[CH3:22])[CH:15]([CH3:17])[CH3:16].C(N(C(C)C)CC)(C)C, predict the reaction product. The product is: [C:21]([O:20][C:19](=[O:25])[NH:18][CH:14]([CH:15]([CH3:16])[CH3:17])[CH2:13][NH:12][C:2]1[CH:11]=[N:10][C:9]2[C:4](=[CH:5][CH:6]=[CH:7][CH:8]=2)[N:3]=1)([CH3:24])([CH3:23])[CH3:22]. (3) Given the reactants [F:1][CH:2]([F:28])[CH2:3][N:4]1[CH2:21][CH:20]([C:22]2[NH:26][N:25]=[CH:24][C:23]=2[CH3:27])[O:19][C:6]2([CH2:11][CH2:10][N:9](C(OC(C)(C)C)=O)[CH2:8][CH2:7]2)[CH2:5]1.Cl.Cl.FC(F)CN1CC(C2NN=CC=2C)OC2(CCNCC2)C1, predict the reaction product. The product is: [F:28][CH:2]([F:1])[CH2:3][N:4]1[CH2:21][CH:20]([C:22]2[NH:26][N:25]=[CH:24][C:23]=2[CH3:27])[O:19][C:6]2([CH2:7][CH2:8][NH:9][CH2:10][CH2:11]2)[CH2:5]1. (4) The product is: [CH3:1][O:2][C:3]1[C:8]([O:9][CH3:10])=[CH:7][C:6]([CH2:11][O:12][CH3:13])=[CH:5][C:4]=1[C:14](=[O:19])[C:15]([CH3:17])([CH3:16])[CH3:18]. Given the reactants [CH3:1][O:2][C:3]1[C:8]([O:9][CH3:10])=[CH:7][C:6]([CH2:11][O:12][CH3:13])=[CH:5][C:4]=1[CH:14]([OH:19])[C:15]([CH3:18])([CH3:17])[CH3:16], predict the reaction product. (5) Given the reactants Br[C:2]1[N:3]=[CH:4][C:5]([NH2:8])=[N:6][CH:7]=1.[Br:9][C:10]1[CH:15]=[CH:14][C:13](B(O)O)=[CH:12][CH:11]=1.C1(C)C=CC=CC=1.C([O-])([O-])=O.[K+].[K+], predict the reaction product. The product is: [Br:9][C:10]1[CH:15]=[CH:14][C:13]([C:2]2[N:3]=[CH:4][C:5]([NH2:8])=[N:6][CH:7]=2)=[CH:12][CH:11]=1.